Dataset: Forward reaction prediction with 1.9M reactions from USPTO patents (1976-2016). Task: Predict the product of the given reaction. (1) Given the reactants [CH:1]1([C@@H:4]([C:18]2[CH:22]=[CH:21][S:20][CH:19]=2)[NH:5][C:6]([C:8]2[CH:9]=[C:10]3[C:14](=[CH:15][CH:16]=2)[NH:13][N:12]=[C:11]3I)=[O:7])[CH2:3][CH2:2]1.[CH3:23][O:24][CH2:25][CH2:26][N:27]1[CH2:32][CH2:31][CH:30]([O:33][C:34]2[CH:39]=[CH:38][C:37](B3OC(C)(C)C(C)(C)O3)=[CH:36][CH:35]=2)[CH2:29][CH2:28]1, predict the reaction product. The product is: [CH:1]1([C@@H:4]([C:18]2[CH:22]=[CH:21][S:20][CH:19]=2)[NH:5][C:6]([C:8]2[CH:9]=[C:10]3[C:14](=[CH:15][CH:16]=2)[NH:13][N:12]=[C:11]3[C:37]2[CH:36]=[CH:35][C:34]([O:33][CH:30]3[CH2:29][CH2:28][N:27]([CH2:26][CH2:25][O:24][CH3:23])[CH2:32][CH2:31]3)=[CH:39][CH:38]=2)=[O:7])[CH2:3][CH2:2]1. (2) Given the reactants [C:1]([OH:6])(=[O:5])[C:2]([CH3:4])=[O:3].[Cl:7][CH2:8][CH2:9]O.O.C1(C)C=CC(S(O)(=O)=O)=CC=1, predict the reaction product. The product is: [C:1]([O:6][CH2:9][CH2:8][Cl:7])(=[O:5])[C:2]([CH3:4])=[O:3]. (3) Given the reactants [CH2:1]([C:3]1[CH:11]=[CH:10][C:6]([C:7]([OH:9])=[O:8])=[CH:5][CH:4]=1)[CH3:2].[N+:12]([O-])([OH:14])=[O:13], predict the reaction product. The product is: [CH2:1]([C:3]1[CH:11]=[CH:10][C:6]([C:7]([OH:9])=[O:8])=[CH:5][C:4]=1[N+:12]([O-:14])=[O:13])[CH3:2]. (4) Given the reactants Cl.Cl.Cl.[O:4]1[C:8]2=[C:9]([N:13]3[CH2:18][CH2:17][N:16]([CH2:19][CH2:20][C@H:21]4[CH2:26][CH2:25][C@H:24]([NH2:27])[CH2:23][CH2:22]4)[CH2:15][CH2:14]3)[N:10]=[CH:11][CH:12]=[C:7]2[CH2:6][CH2:5]1.[O:28]1[C:32]2[CH:33]=[CH:34][C:35]([C:37](O)=[O:38])=[CH:36][C:31]=2[O:30][CH2:29]1, predict the reaction product. The product is: [O:4]1[C:8]2=[C:9]([N:13]3[CH2:18][CH2:17][N:16]([CH2:19][CH2:20][C@H:21]4[CH2:26][CH2:25][C@H:24]([NH:27][C:37]([C:35]5[CH:34]=[CH:33][C:32]6[O:28][CH2:29][O:30][C:31]=6[CH:36]=5)=[O:38])[CH2:23][CH2:22]4)[CH2:15][CH2:14]3)[N:10]=[CH:11][CH:12]=[C:7]2[CH2:6][CH2:5]1. (5) The product is: [CH3:9][C:8]1[C:5]([C:4]#[N:2])=[CH:6][N:31]=[C:29]([NH:28][CH2:27][CH2:26][CH2:25][CH:22]2[CH2:21][CH2:20][N:19]([CH3:18])[CH2:24][CH2:23]2)[N:30]=1. Given the reactants C[N:2](/[CH:4]=[C:5](/[C:8](=O)[CH3:9])\[C:6]#N)C.C(O)C.CC(O)C.[CH3:18][N:19]1[CH2:24][CH2:23][CH:22]([CH2:25][CH2:26][CH2:27][NH:28][C:29]([NH2:31])=[NH:30])[CH2:21][CH2:20]1.C(=O)([O-])[O-].[K+].[K+], predict the reaction product. (6) Given the reactants [H-].[H-].[H-].[H-].[Li+].[Al+3].[C:7]([NH:11][C:12]1[C:17]([C:18](OCC)=[O:19])=[CH:16][N:15]=[C:14]([Cl:23])[CH:13]=1)([CH3:10])([CH3:9])[CH3:8], predict the reaction product. The product is: [C:7]([NH:11][C:12]1[CH:13]=[C:14]([Cl:23])[N:15]=[CH:16][C:17]=1[CH2:18][OH:19])([CH3:10])([CH3:8])[CH3:9]. (7) Given the reactants [CH:1]1([CH2:4][NH:5][C:6]2[CH:10]=[CH:9][S:8][C:7]=2[C:11]([O:13][CH3:14])=[O:12])[CH2:3][CH2:2]1.[CH3:15][C@H:16]1[CH2:21][CH2:20][C@H:19]([C:22](Cl)=[O:23])[CH2:18][CH2:17]1.Cl[CH2:26]CCl, predict the reaction product. The product is: [CH:1]1([CH2:4][N:5]([C:22]([C@H:19]2[CH2:20][CH2:21][C@H:16]([CH2:15][CH3:26])[CH2:17][CH2:18]2)=[O:23])[C:6]2[CH:10]=[CH:9][S:8][C:7]=2[C:11]([O:13][CH3:14])=[O:12])[CH2:2][CH2:3]1. (8) Given the reactants BrC(Br)=C[C:4]1[CH:9]=[CH:8][CH:7]=[CH:6][C:5]=1[O:10][Si:11]([C:14]([CH3:17])([CH3:16])[CH3:15])([CH3:13])[CH3:12].[CH2:19]([Li])[CH2:20]CC.CCCCCC.[C:30](=[O:32])=[O:31].O, predict the reaction product. The product is: [Si:11]([O:10][C:5]1[CH:4]=[CH:9][C:8]([CH2:19][CH2:20][C:30]([OH:32])=[O:31])=[CH:7][CH:6]=1)([C:14]([CH3:15])([CH3:16])[CH3:17])([CH3:12])[CH3:13]. (9) Given the reactants C(OC([N:8]1[CH2:13][CH2:12][CH:11]([NH:14][C:15]([NH:17][C:18]2[CH:23]=[C:22]([C:24]3[CH:29]=[CH:28][CH:27]=[CH:26][C:25]=3[O:30][CH3:31])[N:21]=[CH:20][N:19]=2)=[O:16])[CH2:10][CH2:9]1)=O)(C)(C)C.[Cl:32]CCl, predict the reaction product. The product is: [ClH:32].[CH3:31][O:30][C:25]1[CH:26]=[CH:27][CH:28]=[CH:29][C:24]=1[C:22]1[N:21]=[CH:20][N:19]=[C:18]([NH:17][C:15]([NH:14][CH:11]2[CH2:12][CH2:13][NH:8][CH2:9][CH2:10]2)=[O:16])[CH:23]=1. (10) The product is: [C:34]([C:33]1[N:29]=[C:28]([CH:13]2[CH2:14][CH:15]([C:17]3[CH:22]=[CH:21][C:20]([O:23][C:24]([F:26])([F:25])[F:27])=[CH:19][CH:18]=3)[CH2:16][N:11]([C:9]([N:6]3[CH2:5][CH2:4][CH:3]([C:1]#[N:2])[CH2:8][CH2:7]3)=[O:10])[CH2:12]2)[S:30][CH:32]=1)([CH3:37])([CH3:36])[CH3:35]. Given the reactants [C:1]([CH:3]1[CH2:8][CH2:7][N:6]([C:9]([N:11]2[CH2:16][CH:15]([C:17]3[CH:22]=[CH:21][C:20]([O:23][C:24]([F:27])([F:26])[F:25])=[CH:19][CH:18]=3)[CH2:14][CH:13]([C:28](=[S:30])[NH2:29])[CH2:12]2)=[O:10])[CH2:5][CH2:4]1)#[N:2].Br[CH2:32][C:33](=O)[C:34]([CH3:37])([CH3:36])[CH3:35], predict the reaction product.